This data is from Full USPTO retrosynthesis dataset with 1.9M reactions from patents (1976-2016). The task is: Predict the reactants needed to synthesize the given product. Given the product [CH2:13]([NH:15][C:2]1[CH:7]=[C:6]([F:8])[CH:5]=[CH:4][C:3]=1[N+:9]([O-:11])=[O:10])[CH3:14], predict the reactants needed to synthesize it. The reactants are: F[C:2]1[CH:7]=[C:6]([F:8])[CH:5]=[CH:4][C:3]=1[N+:9]([O-:11])=[O:10].Cl.[CH2:13]([NH2:15])[CH3:14].C([O-])([O-])=O.[K+].[K+].